Task: Predict the product of the given reaction.. Dataset: Forward reaction prediction with 1.9M reactions from USPTO patents (1976-2016) (1) The product is: [Cl:12][C:13]1[CH:29]=[C:28]([Cl:30])[CH:27]=[CH:26][C:14]=1[CH2:15][NH:16][C:17](=[O:25])[C:18]1[CH:23]=[CH:22][C:21]([O:9][CH2:8][CH2:7][N:1]2[CH2:6][CH2:5][O:4][CH2:3][CH2:2]2)=[N:20][CH:19]=1. Given the reactants [N:1]1([CH2:7][CH2:8][OH:9])[CH2:6][CH2:5][O:4][CH2:3][CH2:2]1.[H-].[Na+].[Cl:12][C:13]1[CH:29]=[C:28]([Cl:30])[CH:27]=[CH:26][C:14]=1[CH2:15][NH:16][C:17](=[O:25])[C:18]1[CH:23]=[CH:22][C:21](F)=[N:20][CH:19]=1, predict the reaction product. (2) The product is: [Cl:32][C:29]1[S:28][C:27]([C:25]([NH:24][CH2:23][CH:21]2[O:20][C:19](=[O:33])[N:18]([C:15]3[CH:16]=[CH:17][C:12]([N:8]4[CH2:9][CH2:10][CH2:11][CH2:7]4)=[CH:13][CH:14]=3)[CH2:22]2)=[O:26])=[CH:31][CH:30]=1. Given the reactants C(OC(=O)[C@@H:7]1[CH2:11][CH2:10][CH2:9][N:8]1[C:12]1[CH:17]=[CH:16][C:15]([N:18]2[CH2:22][CH:21]([CH2:23][NH:24][C:25]([C:27]3[S:28][C:29]([Cl:32])=[CH:30][CH:31]=3)=[O:26])[O:20][C:19]2=[O:33])=[CH:14][CH:13]=1)(C)(C)C.FC(F)(F)C(O)=O, predict the reaction product.